This data is from Forward reaction prediction with 1.9M reactions from USPTO patents (1976-2016). The task is: Predict the product of the given reaction. (1) Given the reactants Br[C:2]1[C:11]2[C:6](=[CH:7][CH:8]=[CH:9][CH:10]=2)[C:5]([O:12][CH3:13])=[C:4]([C:14]([N:16]([CH2:19][CH3:20])[CH2:17][CH3:18])=[O:15])[CH:3]=1.[CH3:21][O:22][C:23]1[CH:28]=[CH:27][C:26](B(O)O)=[CH:25][CH:24]=1.C([O-])([O-])=O.[Na+].[Na+], predict the reaction product. The product is: [CH2:17]([N:16]([CH2:19][CH3:20])[C:14]([C:4]1[CH:3]=[C:2]([C:26]2[CH:27]=[CH:28][C:23]([O:22][CH3:21])=[CH:24][CH:25]=2)[C:11]2[C:6](=[CH:7][CH:8]=[CH:9][CH:10]=2)[C:5]=1[O:12][CH3:13])=[O:15])[CH3:18]. (2) Given the reactants [N:1]([C:4]1[CH:9]=[CH:8][CH:7]=[CH:6][C:5]=1[C:10]([F:13])([F:12])[F:11])=[C:2]=[O:3].[CH3:14][C:15]([CH3:18])([O-:17])[CH3:16].[K+], predict the reaction product. The product is: [F:11][C:10]([F:12])([F:13])[C:5]1[CH:6]=[CH:7][CH:8]=[CH:9][C:4]=1[NH:1][C:2](=[O:3])[O:17][C:15]([CH3:18])([CH3:16])[CH3:14].